Dataset: Full USPTO retrosynthesis dataset with 1.9M reactions from patents (1976-2016). Task: Predict the reactants needed to synthesize the given product. (1) Given the product [Br:1][CH:2]([CH:6]([O:8][CH3:9])[CH3:7])[C:3]([Cl:13])=[O:4], predict the reactants needed to synthesize it. The reactants are: [Br:1][CH:2]([CH:6]([O:8][CH3:9])[CH3:7])[C:3](O)=[O:4].C(Cl)(=O)C([Cl:13])=O. (2) Given the product [CH:1]([N:4]1[CH:8]=[C:7]([C:9]([OH:11])=[O:10])[C:6]([C:14]([F:17])([F:16])[F:15])=[N:5]1)([CH3:3])[CH3:2], predict the reactants needed to synthesize it. The reactants are: [CH:1]([N:4]1[CH:8]=[C:7]([C:9]([O:11]CC)=[O:10])[C:6]([C:14]([F:17])([F:16])[F:15])=[N:5]1)([CH3:3])[CH3:2].[OH-].[Li+]. (3) Given the product [CH:8]1([S:7][C:1]2[CH:6]=[CH:5][C:4]([CH:18]([O:19][CH3:20])[O:17][CH3:16])=[CH:3][CH:2]=2)[CH2:15][CH2:14][CH2:11][CH2:10][CH2:9]1, predict the reactants needed to synthesize it. The reactants are: [CH:1]1([S:7][C:8]2[CH:15]=[CH:14][C:11](C=O)=[CH:10][CH:9]=2)[CH2:6][CH2:5][CH2:4][CH2:3][CH2:2]1.[CH3:16][O:17][CH:18](OC)[O:19][CH3:20].C[O-].[Na+]. (4) Given the product [N:1]1([C:7]2[C:8]([CH2:13][NH2:14])=[N:9][CH:10]=[CH:11][CH:12]=2)[CH2:2][CH2:3][CH2:4][CH2:5][CH2:6]1, predict the reactants needed to synthesize it. The reactants are: [N:1]1([C:7]2[C:8]([C:13]#[N:14])=[N:9][CH:10]=[CH:11][CH:12]=2)[CH2:6][CH2:5][CH2:4][CH2:3][CH2:2]1.N. (5) Given the product [CH3:15][Si:14]([CH3:17])([CH3:16])[C:12]#[C:13][C:2]1[CH:3]=[C:4]([CH:9]=[CH:10][CH:11]=1)[C:5]([O:7][CH3:8])=[O:6], predict the reactants needed to synthesize it. The reactants are: Br[C:2]1[CH:3]=[C:4]([CH:9]=[CH:10][CH:11]=1)[C:5]([O:7][CH3:8])=[O:6].[C:12]([Si:14]([CH3:17])([CH3:16])[CH3:15])#[CH:13].C(NC(C)C)(C)C. (6) Given the product [C:4]1([C:10]2[CH:19]=[CH:18][C:17]3[C:12](=[CH:13][C:14]([CH:20]([OH:21])[CH3:1])=[CH:15][CH:16]=3)[N:11]=2)[CH:5]=[CH:6][CH:7]=[CH:8][CH:9]=1, predict the reactants needed to synthesize it. The reactants are: [CH3:1][Mg+].[Br-].[C:4]1([C:10]2[CH:19]=[CH:18][C:17]3[C:12](=[CH:13][C:14]([CH:20]=[O:21])=[CH:15][CH:16]=3)[N:11]=2)[CH:9]=[CH:8][CH:7]=[CH:6][CH:5]=1.[NH4+].[Cl-]. (7) The reactants are: [CH3:1][C:2]1[O:6][C:5]([CH2:7][CH2:8][OH:9])=[CH:4][CH:3]=1.N1C=CN=C1.[Si:15](Cl)([C:18]([CH3:21])([CH3:20])[CH3:19])([CH3:17])[CH3:16].C(OCC)C. Given the product [CH3:19][C:18]([Si:15]([CH3:17])([CH3:16])[O:9][CH2:8][CH2:7][C:5]1[O:6][C:2]([CH3:1])=[CH:3][CH:4]=1)([CH3:21])[CH3:20], predict the reactants needed to synthesize it. (8) The reactants are: [CH3:1][O:2][C:3]1[CH:4]=[C:5]2[C:10](=[CH:11][C:12]=1[O:13][CH3:14])[N:9]=[CH:8][CH:7]=[C:6]2[O:15][C:16]1[CH:22]=[CH:21][C:19]([NH2:20])=[CH:18][CH:17]=1.Cl[C:24](Cl)([O:26][C:27](=[O:33])OC(Cl)(Cl)Cl)Cl.[C:35]1([CH2:41][CH2:42]CO)[CH:40]=[CH:39][CH:38]=[CH:37][CH:36]=1.C(=O)(O)[O-].[Na+]. Given the product [CH3:1][O:2][C:3]1[CH:4]=[C:5]2[C:10](=[CH:11][C:12]=1[O:13][CH3:14])[N:9]=[CH:8][CH:7]=[C:6]2[O:15][C:16]1[CH:22]=[CH:21][C:19]([NH:20][C:27](=[O:33])[O:26][CH2:24][CH2:42][CH2:41][C:35]2[CH:40]=[CH:39][CH:38]=[CH:37][CH:36]=2)=[CH:18][CH:17]=1, predict the reactants needed to synthesize it. (9) The reactants are: [OH-].[Na+].[O:3]=[C:4]1[NH:8][C:7](=[O:9])[O:6][N:5]1[CH2:10][C:11]1[CH:34]=[CH:33][C:14]([O:15][CH2:16][C:17]2[CH:18]=[C:19]([C:23]3[CH:28]=[CH:27][C:26]([C:29]([O:31]C)=[O:30])=[CH:25][CH:24]=3)[CH:20]=[CH:21][CH:22]=2)=[CH:13][CH:12]=1.CO.Cl. Given the product [O:3]=[C:4]1[NH:8][C:7](=[O:9])[O:6][N:5]1[CH2:10][C:11]1[CH:12]=[CH:13][C:14]([O:15][CH2:16][C:17]2[CH:18]=[C:19]([C:23]3[CH:28]=[CH:27][C:26]([C:29]([OH:31])=[O:30])=[CH:25][CH:24]=3)[CH:20]=[CH:21][CH:22]=2)=[CH:33][CH:34]=1, predict the reactants needed to synthesize it.